The task is: Predict the reactants needed to synthesize the given product.. This data is from Full USPTO retrosynthesis dataset with 1.9M reactions from patents (1976-2016). (1) Given the product [Cl:1][C:2]1[C:7]([CH:29]=[O:30])=[C:6]([NH:8][C:9](=[O:15])[O:10][C:11]([CH3:12])([CH3:14])[CH3:13])[CH:5]=[CH:4][N:3]=1, predict the reactants needed to synthesize it. The reactants are: [Cl:1][C:2]1[CH:7]=[C:6]([NH:8][C:9](=[O:15])[O:10][C:11]([CH3:14])([CH3:13])[CH3:12])[CH:5]=[CH:4][N:3]=1.C([Li])(C)(C)C.CCCCC.CN([CH:29]=[O:30])C. (2) Given the product [Cl:1][C:2]1[N:7]=[CH:6][C:5]([NH:8][C:9](=[O:19])[C:10]2[CH:15]=[CH:14][CH:13]=[CH:12][C:11]=2[NH2:16])=[CH:4][CH:3]=1, predict the reactants needed to synthesize it. The reactants are: [Cl:1][C:2]1[N:7]=[CH:6][C:5]([NH:8][C:9](=[O:19])[C:10]2[CH:15]=[CH:14][CH:13]=[CH:12][C:11]=2[N+:16]([O-])=O)=[CH:4][CH:3]=1.[BH4-].[Na+]. (3) Given the product [CH:25]([NH:24][C:20]1[N:19]=[CH:18][N:17]=[C:16]2[C:21]=1[N:22]=[CH:23][N:15]2[C@H:7]1[C@@H:8]2[O:9][C:10]([CH3:14])([CH3:13])[O:11][C@@H:12]2[C@@H:5]([C:3]([NH:29][NH2:30])=[O:4])[O:6]1)([CH3:26])[CH3:27], predict the reactants needed to synthesize it. The reactants are: CO[C:3]([C@@H:5]1[C@@H:12]2[C@@H:8]([O:9][C:10]([CH3:14])([CH3:13])[O:11]2)[C@H:7]([N:15]2[CH:23]=[N:22][C:21]3[C:16]2=[N:17][CH:18]=[N:19][C:20]=3[NH:24][CH:25]([CH3:27])[CH3:26])[O:6]1)=[O:4].O.[NH2:29][NH2:30]. (4) The reactants are: [C:1]([N:9]1[CH2:22][CH2:21][C:20]2[C:19]3[C:18]([C:23]4[CH:28]=[CH:27][CH:26]=[CH:25][C:24]=4[OH:29])=[CH:17][CH:16]=[CH:15][C:14]=3[NH:13][C:12]=2[CH2:11][CH2:10]1)(=[O:8])[C:2]1[CH:7]=[CH:6][CH:5]=[CH:4][CH:3]=1.[C:47]1(P([C:43]2[CH:48]=[CH:47][CH:46]=[CH:45]C=2)[C:47]2[CH:48]=[CH:43]C=[CH:45][CH:46]=2)[CH:48]=[CH:43]C=[CH:45][CH:46]=1.C1(O)CCCC1.N(C(OC(C)(C)C)=O)=NC(OC(C)(C)C)=O. Given the product [C:1]([N:9]1[CH2:22][CH2:21][C:20]2[C:19]3[C:18]([C:23]4[CH:28]=[CH:27][CH:26]=[CH:25][C:24]=4[O:29][CH:45]4[CH2:46][CH2:47][CH2:48][CH2:43]4)=[CH:17][CH:16]=[CH:15][C:14]=3[NH:13][C:12]=2[CH2:11][CH2:10]1)(=[O:8])[C:2]1[CH:3]=[CH:4][CH:5]=[CH:6][CH:7]=1, predict the reactants needed to synthesize it. (5) Given the product [NH2:1][C:4]1[CH:5]=[CH:6][C:7]([CH2:10][CH2:11][N:12]2[C:20]3[N:19]=[C:18]([CH2:21][C:22]4[CH:23]=[N:24][CH:25]=[CH:26][CH:27]=4)[NH:17][C:16]=3[C:15](=[O:28])[N:14]([CH2:29][CH2:30][CH3:31])[C:13]2=[O:32])=[CH:8][CH:9]=1, predict the reactants needed to synthesize it. The reactants are: [N+:1]([C:4]1[CH:9]=[CH:8][C:7]([CH2:10][CH2:11][N:12]2[C:20]3[N:19]=[C:18]([CH2:21][C:22]4[CH:23]=[N:24][CH:25]=[CH:26][CH:27]=4)[NH:17][C:16]=3[C:15](=[O:28])[N:14]([CH2:29][CH2:30][CH3:31])[C:13]2=[O:32])=[CH:6][CH:5]=1)([O-])=O.O.NN.[H][H]. (6) Given the product [CH3:17][C@@H:18]1[CH2:23][CH2:22][CH2:21][N:20]([C:7]([C:6]2[CH:10]=[C:2]([CH3:1])[CH:3]=[CH:4][C:5]=2[C:11]2[N:12]([CH3:16])[CH:13]=[CH:14][N:15]=2)=[O:9])[C@@H:19]1[CH2:24][NH:25][C:26]1[CH:31]=[CH:30][C:29]([C:32]([F:35])([F:33])[F:34])=[CH:28][N:27]=1, predict the reactants needed to synthesize it. The reactants are: [CH3:1][C:2]1[CH:3]=[CH:4][C:5]([C:11]2[N:12]([CH3:16])[CH:13]=[CH:14][N:15]=2)=[C:6]([CH:10]=1)[C:7]([OH:9])=O.[CH3:17][C@@H:18]1[CH2:23][CH2:22][CH2:21][NH:20][C@@H:19]1[CH2:24][NH:25][C:26]1[CH:31]=[CH:30][C:29]([C:32]([F:35])([F:34])[F:33])=[CH:28][N:27]=1. (7) Given the product [Br:30][C:20]1[C:19]([NH2:22])=[CH:18][C:5]2[O:6][CH2:7][CH2:8][CH:9]3[CH2:10][C:11]4([O:15][CH2:14][CH2:13][O:12]4)[CH2:16][CH2:17][C:3]3([CH2:1][CH3:2])[C:4]=2[CH:21]=1, predict the reactants needed to synthesize it. The reactants are: [CH2:1]([C:3]12[CH2:17][CH2:16][C:11]3([O:15][CH2:14][CH2:13][O:12]3)[CH2:10][CH:9]1[CH2:8][CH2:7][O:6][C:5]1[CH:18]=[C:19]([NH2:22])[CH:20]=[CH:21][C:4]2=1)[CH3:2].C1C(=O)N([Br:30])C(=O)C1. (8) Given the product [CH3:51][C:49]1[CH:50]=[C:37]([CH:36]=[CH:35][C:34]=1[CH3:58])[CH2:38][NH:39][C:22]([C:21]1[CH:20]=[N:19][N:12]2[C@H:13]([C:15]([F:17])([F:18])[F:16])[CH2:14][C@H:9]([C:6]3[CH:5]=[CH:4][C:3]([CH2:1][CH3:2])=[CH:8][CH:7]=3)[NH:10][C:11]=12)=[O:24], predict the reactants needed to synthesize it. The reactants are: [CH2:1]([C:3]1[CH:8]=[CH:7][C:6]([C@H:9]2[CH2:14][C@@H:13]([C:15]([F:18])([F:17])[F:16])[N:12]3[N:19]=[CH:20][C:21]([C:22]([OH:24])=O)=[C:11]3[NH:10]2)=[CH:5][CH:4]=1)[CH3:2].CN(C(ON1N=N[C:35]2[CH:36]=[CH:37][CH:38]=[N:39][C:34]1=2)=[N+](C)C)C.F[P-](F)(F)(F)(F)F.[CH:49](N(CC)C(C)C)([CH3:51])[CH3:50].[CH3:58]N. (9) Given the product [C:5]1([O:8][C:20]2[CH:25]=[CH:24][CH:23]=[CH:22][CH:21]=2)[CH:6]=[CH:7][CH:2]=[CH:3][CH:4]=1, predict the reactants needed to synthesize it. The reactants are: I[C:2]1[CH:7]=[CH:6][C:5]([OH:8])=[CH:4][CH:3]=1.OCCNC(=O)OC(C)(C)C.[C:20]1(P([C:20]2[CH:25]=[CH:24][CH:23]=[CH:22][CH:21]=2)[C:20]2[CH:25]=[CH:24][CH:23]=[CH:22][CH:21]=2)[CH:25]=[CH:24][CH:23]=[CH:22][CH:21]=1.N(C(OCC)=O)=NC(OCC)=O.